From a dataset of Full USPTO retrosynthesis dataset with 1.9M reactions from patents (1976-2016). Predict the reactants needed to synthesize the given product. (1) The reactants are: [CH2:1]([N:8]1[CH2:13][CH2:12][N:11]([C:14]([O:16][C:17]([CH3:20])([CH3:19])[CH3:18])=[O:15])[C@H:10]([CH2:21][CH2:22][OH:23])[CH2:9]1)[C:2]1[CH:7]=[CH:6][CH:5]=[CH:4][CH:3]=1.[H-].[Na+].Br[CH2:27][CH:28]1[CH2:30][CH2:29]1. Given the product [CH2:1]([N:8]1[CH2:13][CH2:12][N:11]([C:14]([O:16][C:17]([CH3:18])([CH3:19])[CH3:20])=[O:15])[C@H:10]([CH2:21][CH2:22][O:23][CH2:27][CH:28]2[CH2:30][CH2:29]2)[CH2:9]1)[C:2]1[CH:7]=[CH:6][CH:5]=[CH:4][CH:3]=1, predict the reactants needed to synthesize it. (2) Given the product [CH3:1][O:2][C:3]1[CH:8]=[C:7]([N+:9]([O-:11])=[O:10])[CH:6]=[CH:5][C:4]=1[N:12]1[CH2:17][CH2:16][N:15]([CH:26]2[CH2:27][O:24][CH2:25]2)[C:14]([CH3:19])([CH3:18])[CH2:13]1, predict the reactants needed to synthesize it. The reactants are: [CH3:1][O:2][C:3]1[CH:8]=[C:7]([N+:9]([O-:11])=[O:10])[CH:6]=[CH:5][C:4]=1[N:12]1[CH2:17][CH2:16][NH:15][C:14]([CH3:19])([CH3:18])[CH2:13]1.C([BH3-])#N.[Na+].[O:24]1[CH2:27][C:26](=O)[CH2:25]1. (3) Given the product [Br:27][C:2]1[C:11]2[C:6](=[CH:7][C:8]([S:13]([OH:16])(=[O:15])=[O:14])=[CH:9][C:10]=2[OH:12])[CH:5]=[C:4]([S:17]([OH:20])(=[O:19])=[O:18])[CH:3]=1, predict the reactants needed to synthesize it. The reactants are: N[C:2]1[C:11]2[C:6](=[CH:7][C:8]([S:13]([OH:16])(=[O:15])=[O:14])=[CH:9][C:10]=2[OH:12])[CH:5]=[C:4]([S:17]([OH:20])(=[O:19])=[O:18])[CH:3]=1.N([O-])=O.[Na+].[Cl-].[Na+].[BrH:27]. (4) The reactants are: Cl.[CH:2]12[CH2:7][CH:6]1[CH2:5][NH:4][CH2:3]2.C(N(CC)CC)C.O.[F:16][C:17]1[CH:18]=[C:19]([CH:36]=[CH:37][C:38]=1[O:39][CH3:40])[CH2:20][NH:21][C:22]1[C:27]([C:28]([O:30][CH2:31][CH3:32])=[O:29])=[CH:26][N:25]=[C:24](S(C)=O)[N:23]=1. Given the product [CH:2]12[CH2:7][CH:6]1[CH2:5][N:4]([C:24]1[N:23]=[C:22]([NH:21][CH2:20][C:19]3[CH:36]=[CH:37][C:38]([O:39][CH3:40])=[C:17]([F:16])[CH:18]=3)[C:27]([C:28]([O:30][CH2:31][CH3:32])=[O:29])=[CH:26][N:25]=1)[CH2:3]2, predict the reactants needed to synthesize it. (5) Given the product [CH2:12]([N:14]([CH3:37])[C:15]([C:17]1[CH:21]=[C:20]([C:22]2[CH:27]=[CH:26][C:25]([O:28][CH2:8][C:9](=[O:10])[NH2:11])=[CH:24][N:23]=2)[N:19]([C:29]2[CH:30]=[N:31][C:32]([O:35][CH3:36])=[CH:33][CH:34]=2)[N:18]=1)=[O:16])[CH3:13], predict the reactants needed to synthesize it. The reactants are: C(=O)([O-])[O-].[K+].[K+].Br[CH2:8][C:9]([NH2:11])=[O:10].[CH2:12]([N:14]([CH3:37])[C:15]([C:17]1[CH:21]=[C:20]([C:22]2[CH:27]=[CH:26][C:25]([OH:28])=[CH:24][N:23]=2)[N:19]([C:29]2[CH:30]=[N:31][C:32]([O:35][CH3:36])=[CH:33][CH:34]=2)[N:18]=1)=[O:16])[CH3:13].O. (6) Given the product [NH:7]1[C:8]2[CH:13]=[CH:12][N:11]=[CH:10][C:9]=2[C:5]([CH2:4][C:23]#[N:25])=[CH:6]1, predict the reactants needed to synthesize it. The reactants are: CN([CH2:4][C:5]1[C:9]2[CH:10]=[N:11][CH:12]=[CH:13][C:8]=2[NH:7][CH:6]=1)C.C(O)C.C(OCC)(=O)C.[C:23](#[N:25])C.